Dataset: Catalyst prediction with 721,799 reactions and 888 catalyst types from USPTO. Task: Predict which catalyst facilitates the given reaction. (1) Reactant: [F:1][C:2]1[CH:8]=[C:7]([O:9][CH2:10][O:11][CH2:12][CH2:13][Si:14]([CH3:17])([CH3:16])[CH3:15])[CH:6]=[CH:5][C:3]=1[NH2:4].C([Li])CCC.F[C:24]1[CH:29]=[CH:28][CH:27]=[CH:26][C:25]=1[N+:30]([O-])=O. Product: [F:1][C:2]1[CH:8]=[C:7]([O:9][CH2:10][O:11][CH2:12][CH2:13][Si:14]([CH3:17])([CH3:16])[CH3:15])[CH:6]=[CH:5][C:3]=1[NH:4][C:24]1[C:25]([NH2:30])=[CH:26][CH:27]=[CH:28][CH:29]=1. The catalyst class is: 1. (2) Reactant: Br[C:2]1[CH:7]=[CH:6][CH:5]=[C:4]([O:8][CH2:9][CH3:10])[N:3]=1.[OH:11][CH2:12][C:13]1[CH:18]=[CH:17][C:16](B(O)O)=[CH:15][CH:14]=1.C(=O)([O-])[O-].[Na+].[Na+]. Product: [CH2:9]([O:8][C:4]1[N:3]=[C:2]([C:16]2[CH:17]=[CH:18][C:13]([CH2:12][OH:11])=[CH:14][CH:15]=2)[CH:7]=[CH:6][CH:5]=1)[CH3:10]. The catalyst class is: 73. (3) Reactant: C(#N)C.[NH:4]1[CH2:9][CH2:8][O:7][CH2:6][CH2:5]1.Br[CH2:11][C:12]1[S:16][C:15]([CH3:17])=[N:14][C:13]=1[C:18]1[CH:38]=[CH:37][C:21]([O:22][CH2:23][CH2:24][CH2:25][CH2:26][CH2:27][O:28][C:29]2[CH:36]=[CH:35][C:32]([C:33]#[N:34])=[CH:31][CH:30]=2)=[CH:20][CH:19]=1. Product: [CH3:17][C:15]1[S:16][C:12]([CH2:11][N:4]2[CH2:9][CH2:8][O:7][CH2:6][CH2:5]2)=[C:13]([C:18]2[CH:19]=[CH:20][C:21]([O:22][CH2:23][CH2:24][CH2:25][CH2:26][CH2:27][O:28][C:29]3[CH:30]=[CH:31][C:32]([C:33]#[N:34])=[CH:35][CH:36]=3)=[CH:37][CH:38]=2)[N:14]=1. The catalyst class is: 13.